From a dataset of Forward reaction prediction with 1.9M reactions from USPTO patents (1976-2016). Predict the product of the given reaction. (1) Given the reactants [C:1]([C:3]1[CH:10]=[CH:9][C:6]([CH2:7]Br)=[C:5]([F:11])[CH:4]=1)#[N:2].[NH2:12][CH2:13][C:14]([O:16][C:17]([CH3:20])([CH3:19])[CH3:18])=[O:15], predict the reaction product. The product is: [C:1]([C:3]1[CH:10]=[CH:9][C:6]([CH2:7][NH:12][CH2:13][C:14]([O:16][C:17]([CH3:20])([CH3:19])[CH3:18])=[O:15])=[C:5]([F:11])[CH:4]=1)#[N:2]. (2) Given the reactants [S:1]([C:4]1[CH:22]=[CH:21][C:7]2[N:8]=[C:9]([NH:11][C:12](=[O:20])[O:13][C:14]3[CH:19]=CC=CC=3)[S:10][C:6]=2[CH:5]=1)[C:2]#[N:3].[N:23]1(CCN)[CH2:28][CH2:27][O:26][CH2:25][CH2:24]1, predict the reaction product. The product is: [S:1]([C:4]1[CH:22]=[CH:21][C:7]2[N:8]=[C:9]([NH:11][C:12](=[O:20])[O:13][CH2:14][CH2:19][N:23]3[CH2:28][CH2:27][O:26][CH2:25][CH2:24]3)[S:10][C:6]=2[CH:5]=1)[C:2]#[N:3]. (3) Given the reactants [Cl:1][C:2]1[C:11]2[C:6](=[CH:7][C:8]([O:14][CH3:15])=[C:9]([O:12][CH3:13])[CH:10]=2)[N:5]=[CH:4][CH:3]=1.[OH:16][C:17]1[CH:30]=[CH:29][C:28]([CH3:31])=[CH:27][C:18]=1[C:19]([C:21]1[CH:26]=[CH:25][CH:24]=[CH:23][CH:22]=1)=[O:20].[OH-].[Na+], predict the reaction product. The product is: [ClH:1].[CH3:13][O:12][C:9]1[CH:10]=[C:11]2[C:6](=[CH:7][C:8]=1[O:14][CH3:15])[N:5]=[CH:4][CH:3]=[C:2]2[O:16][C:17]1[CH:30]=[CH:29][C:28]([CH3:31])=[CH:27][C:18]=1[C:19]([C:21]1[CH:22]=[CH:23][CH:24]=[CH:25][CH:26]=1)=[O:20]. (4) Given the reactants O[CH:2]=[C:3]1[C:11]2[C:6](=[CH:7][C:8]([C:12]([C:14]3[CH:19]=[CH:18][C:17]([NH:20][C:21]([C:23]4[S:24][C:25]([C:28](=[O:30])[CH3:29])=[CH:26][CH:27]=4)=[O:22])=[CH:16][CH:15]=3)=[O:13])=[CH:9][CH:10]=2)[NH:5][C:4]1=[O:31].[NH2:32][C:33]1[CH:34]=[C:35]([OH:39])[CH:36]=[CH:37][CH:38]=1, predict the reaction product. The product is: [OH:39][C:35]1[CH:34]=[C:33]([NH:32][CH:2]=[C:3]2[C:11]3[C:6](=[CH:7][C:8]([C:12]([C:14]4[CH:15]=[CH:16][C:17]([NH:20][C:21]([C:23]5[S:24][C:25]([C:28](=[O:30])[CH3:29])=[CH:26][CH:27]=5)=[O:22])=[CH:18][CH:19]=4)=[O:13])=[CH:9][CH:10]=3)[NH:5][C:4]2=[O:31])[CH:38]=[CH:37][CH:36]=1. (5) Given the reactants [CH2:1]([C:3]1([CH2:16][CH3:17])[C:12]2[C:7](=[CH:8][CH:9]=[C:10]([O:13]C)[CH:11]=2)[CH2:6][CH:5]2[NH:15][CH:4]12)[CH3:2].[BrH:18].C(OCC)(=O)C, predict the reaction product. The product is: [BrH:18].[NH2:15][CH:4]1[C:3]([CH2:16][CH3:17])([CH2:1][CH3:2])[C:12]2[CH:11]=[C:10]([OH:13])[CH:9]=[CH:8][C:7]=2[CH2:6][CH:5]1[Br:18].